This data is from Forward reaction prediction with 1.9M reactions from USPTO patents (1976-2016). The task is: Predict the product of the given reaction. (1) Given the reactants Br[CH2:2][C:3]([C:5]1[CH:10]=[CH:9][C:8]([O:11][CH3:12])=[CH:7][CH:6]=1)=O.[C:13]([NH2:16])(=[O:15])[CH3:14], predict the reaction product. The product is: [CH3:12][O:11][C:8]1[CH:9]=[CH:10][C:5]([C:3]2[N:16]=[C:13]([CH3:14])[O:15][CH:2]=2)=[CH:6][CH:7]=1. (2) Given the reactants [F:1][C:2]1[C:7]([C@@H:8]2[C@@H:12]([C:13]3[CH:18]=[CH:17][CH:16]=[C:15]([F:19])[CH:14]=3)[O:11][C:10](=[O:20])[NH:9]2)=[CH:6][C:5]([C:21]#[C:22][Si](C)(C)C)=[CH:4][N:3]=1.C(=O)([O-])[O-].[K+].[K+], predict the reaction product. The product is: [C:21]([C:5]1[CH:6]=[C:7]([C@@H:8]2[C@@H:12]([C:13]3[CH:18]=[CH:17][CH:16]=[C:15]([F:19])[CH:14]=3)[O:11][C:10](=[O:20])[NH:9]2)[C:2]([F:1])=[N:3][CH:4]=1)#[CH:22]. (3) The product is: [F:1][C:2]1[CH:7]=[C:6]([S:8]([CH3:11])(=[O:10])=[O:9])[CH:5]=[CH:4][C:3]=1[NH:12][C@H:13]1[CH2:17][CH2:16][N:15]([CH:18]2[CH2:23][CH2:22][N:21]([C:32]#[N:31])[CH2:20][CH2:19]2)[C:14]1=[O:24]. Given the reactants [F:1][C:2]1[CH:7]=[C:6]([S:8]([CH3:11])(=[O:10])=[O:9])[CH:5]=[CH:4][C:3]=1[NH:12][C@H:13]1[CH2:17][CH2:16][N:15]([CH:18]2[CH2:23][CH2:22][NH:21][CH2:20][CH2:19]2)[C:14]1=[O:24].C(=O)([O-])[O-].[K+].[K+].[N:31]#[C:32]Br.[OH-].[Na+], predict the reaction product. (4) Given the reactants [CH3:1][C:2]1[N:3]=[C:4]2[CH:9]=[N:8][CH:7]=[CH:6][N:5]2[CH:10]=1, predict the reaction product. The product is: [CH3:1][C:2]1[N:3]=[C:4]2[CH2:9][NH:8][CH2:7][CH2:6][N:5]2[CH:10]=1.